The task is: Predict the product of the given reaction.. This data is from Forward reaction prediction with 1.9M reactions from USPTO patents (1976-2016). (1) Given the reactants [H-].[Na+].[O:3]=[C:4]([CH:6]=[C:7]([CH3:9])[CH3:8])[CH3:5].[CH:10](OCC)=[O:11].C(O)C, predict the reaction product. The product is: [OH:11][CH:10]=[CH:5][C:4](=[O:3])[CH:6]=[C:7]([CH3:9])[CH3:8]. (2) Given the reactants Cl.O1CCOCC1.[C:8]([N:11]1[C:20]2[C:15](=[CH:16][C:17]([C:21](=[O:23])[NH2:22])=[CH:18][CH:19]=2)[C@H:14]([NH:24][C:25]2[CH:30]=[CH:29][C:28]([N:31]3[CH2:36][CH2:35][N:34](C(OC(C)(C)C)=O)[CH2:33][CH2:32]3)=[CH:27][CH:26]=2)[C@@H:13]([CH3:44])[C@@H:12]1[CH:45]1[CH2:47][CH2:46]1)(=[O:10])[CH3:9], predict the reaction product. The product is: [C:8]([N:11]1[C:20]2[C:15](=[CH:16][C:17]([C:21]([NH2:22])=[O:23])=[CH:18][CH:19]=2)[C@H:14]([NH:24][C:25]2[CH:30]=[CH:29][C:28]([N:31]3[CH2:32][CH2:33][NH:34][CH2:35][CH2:36]3)=[CH:27][CH:26]=2)[C@@H:13]([CH3:44])[C@@H:12]1[CH:45]1[CH2:46][CH2:47]1)(=[O:10])[CH3:9]. (3) Given the reactants Br[C:2]1[N:7]=[C:6]([CH2:8][O:9][Si:10]([C:13]([CH3:16])([CH3:15])[CH3:14])([CH3:12])[CH3:11])[C:5]([O:17][CH3:18])=[CH:4][CH:3]=1.BrC1N=C(CO)C(OC)=CC=1.[CH3:30][Si:31]([C:34]#[CH:35])([CH3:33])[CH3:32], predict the reaction product. The product is: [Si:10]([O:9][CH2:8][C:6]1[C:5]([O:17][CH3:18])=[CH:4][CH:3]=[C:2]([C:35]#[C:34][Si:31]([CH3:33])([CH3:32])[CH3:30])[N:7]=1)([C:13]([CH3:16])([CH3:15])[CH3:14])([CH3:12])[CH3:11]. (4) Given the reactants [CH2:1]([O:8][C@@H:9]1[CH2:13][C@H:12]([O:14][C:15]2[C:20]([F:21])=[CH:19][C:18]([S:22]([N:25](CC3C=CC(OC)=CC=3OC)[C:26]3[CH:31]=[CH:30][N:29]=[CH:28][N:27]=3)(=[O:24])=[O:23])=[C:17]([F:43])[CH:16]=2)[C@@H:11]([C:44]2[N:48]([CH3:49])[N:47]=[CH:46][CH:45]=2)[CH2:10]1)[C:2]1[CH:7]=[CH:6][CH:5]=[CH:4][CH:3]=1.C([SiH](CC)CC)C.FC(F)(F)C(O)=O, predict the reaction product. The product is: [CH2:1]([O:8][C@@H:9]1[CH2:13][C@H:12]([O:14][C:15]2[C:20]([F:21])=[CH:19][C:18]([S:22]([NH:25][C:26]3[CH:31]=[CH:30][N:29]=[CH:28][N:27]=3)(=[O:23])=[O:24])=[C:17]([F:43])[CH:16]=2)[C@@H:11]([C:44]2[N:48]([CH3:49])[N:47]=[CH:46][CH:45]=2)[CH2:10]1)[C:2]1[CH:7]=[CH:6][CH:5]=[CH:4][CH:3]=1. (5) Given the reactants COC(=O)[C@@H](NC(OCC1C=CC=CC=1)=O)CC([NH:8][CH2:9][CH:10]1[O:14][N:13]=[C:12]([Br:15])[CH2:11]1)=O.[NH:28]([C:38]([O:40][CH2:41][C:42]1[CH:47]=[CH:46][CH:45]=[CH:44][CH:43]=1)=[O:39])[C@H:29]([C:34]([O:36]C)=O)[CH2:30][C:31](=O)O, predict the reaction product. The product is: [CH2:41]([O:40][C:38](=[O:39])[NH:28][C@H:29]([C:34](=[O:36])[NH:8][CH2:9][CH:10]1[O:14][N:13]=[C:12]([Br:15])[CH2:11]1)[CH2:30][C:31]1[CH:46]=[CH:47][CH:42]=[CH:43][CH:44]=1)[C:42]1[CH:47]=[CH:46][CH:45]=[CH:44][CH:43]=1. (6) The product is: [C:1]1([C:7]2[N:8]=[C:9]([CH2:12][CH2:13][CH2:14][CH2:15][C:16]3[CH:17]=[C:18]([CH:21]=[CH:22][CH:23]=3)[C:19]#[N:20])[S:10][CH:11]=2)[CH:6]=[CH:5][CH:4]=[CH:3][CH:2]=1. Given the reactants [C:1]1([C:7]2[N:8]=[C:9]([C:12]#[C:13][CH2:14][CH2:15][C:16]3[CH:17]=[C:18]([CH:21]=[CH:22][CH:23]=3)[C:19]#[N:20])[S:10][CH:11]=2)[CH:6]=[CH:5][CH:4]=[CH:3][CH:2]=1, predict the reaction product. (7) The product is: [F:23][C:22]([F:25])([F:24])[S:19]([O:11][C:2]1[CH:3]=[CH:4][C:5]2[CH:6]=[CH:7][CH2:8][CH2:9][C:10]=2[CH:1]=1)(=[O:21])=[O:20]. Given the reactants [CH:1]1[C:10]2[CH2:9][CH2:8][CH:7]=[CH:6][C:5]=2[CH:4]=[CH:3][C:2]=1[OH:11].C(N(CC)CC)C.[S:19](O[S:19]([C:22]([F:25])([F:24])[F:23])(=[O:21])=[O:20])([C:22]([F:25])([F:24])[F:23])(=[O:21])=[O:20], predict the reaction product. (8) The product is: [NH:32]1[C:33]2[CH:38]=[CH:37][CH:36]=[CH:35][C:34]=2[N:30]=[C:31]1[C:39]1[C:47]2[C:42](=[CH:43][CH:44]=[C:45]([NH:48][C:5](=[O:7])[C:4]3[CH:8]=[CH:9][CH:10]=[C:2]([F:1])[CH:3]=3)[CH:46]=2)[N:41]([CH:49]2[CH2:54][CH2:53][CH2:52][CH2:51][O:50]2)[N:40]=1. Given the reactants [F:1][C:2]1[CH:3]=[C:4]([CH:8]=[CH:9][CH:10]=1)[C:5]([OH:7])=O.C1C=CC2N(O)N=NC=2C=1.C(Cl)CCl.C(=O)(O)[O-].[Na+].[NH:30]1[C:34]2[CH:35]=[CH:36][CH:37]=[CH:38][C:33]=2[N:32]=[C:31]1[C:39]1[C:47]2[C:42](=[CH:43][CH:44]=[C:45]([NH2:48])[CH:46]=2)[N:41]([CH:49]2[CH2:54][CH2:53][CH2:52][CH2:51][O:50]2)[N:40]=1, predict the reaction product. (9) Given the reactants [CH2:1]([O:8][C@@H:9]1[C@@H:17]([CH2:18][OH:19])[O:16][C@H:12]([S:13][CH2:14][CH3:15])[C@@H:11]([O:20][C:21](=[O:30])[C:22]2[CH:27]=[C:26]([F:28])[CH:25]=[CH:24][C:23]=2[F:29])[C@H:10]1[O:31]CC1C=CC(OC)=CC=1)[C:2]1[CH:7]=[CH:6][CH:5]=[CH:4][CH:3]=1.O.ClC1C(=O)C(C#N)=C(C#N)C(=O)C=1Cl, predict the reaction product. The product is: [CH2:1]([O:8][C@@H:9]1[C@@H:17]([CH2:18][OH:19])[O:16][C@H:12]([S:13][CH2:14][CH3:15])[C@@H:11]([O:20][C:21](=[O:30])[C:22]2[CH:27]=[C:26]([F:28])[CH:25]=[CH:24][C:23]=2[F:29])[C@H:10]1[OH:31])[C:2]1[CH:7]=[CH:6][CH:5]=[CH:4][CH:3]=1. (10) Given the reactants C(Cl)(=O)C.[CH:5]([O:8][CH2:9][C@@H:10]1[CH2:14][O:13]C(C)(C)[O:11]1)([CH3:7])[CH3:6], predict the reaction product. The product is: [CH:5]([O:8][CH2:9][C@@H:10]([OH:11])[CH2:14][OH:13])([CH3:7])[CH3:6].